From a dataset of Forward reaction prediction with 1.9M reactions from USPTO patents (1976-2016). Predict the product of the given reaction. (1) Given the reactants [OH:1][C:2]1[CH:7]=[CH:6][CH:5]=[CH:4][C:3]=1[C:8]1[CH:9]=[CH:10][C:11](=[O:15])[N:12]([CH3:14])[N:13]=1.F[C:17]1[CH:24]=[CH:23][C:20]([C:21]#[N:22])=[CH:19][CH:18]=1.[H-].[Na+], predict the reaction product. The product is: [CH3:14][N:12]1[C:11](=[O:15])[CH:10]=[CH:9][C:8]([C:3]2[CH:4]=[CH:5][CH:6]=[CH:7][C:2]=2[O:1][C:17]2[CH:24]=[CH:23][C:20]([C:21]#[N:22])=[CH:19][CH:18]=2)=[N:13]1. (2) The product is: [Cl:3][CH2:6][C:7]1[S:11][C:10]([NH:12][C:13](=[O:35])[CH2:14][N:15]2[CH:19]=[C:18]([O:20][C:21]3[C:30]4[C:25](=[CH:26][C:27]([O:33][CH3:34])=[C:28]([O:31][CH3:32])[CH:29]=4)[N:24]=[CH:23][N:22]=3)[CH:17]=[N:16]2)=[N:9][CH:8]=1. Given the reactants S(Cl)([Cl:3])=O.O[CH2:6][C:7]1[S:11][C:10]([NH:12][C:13](=[O:35])[CH2:14][N:15]2[CH:19]=[C:18]([O:20][C:21]3[C:30]4[C:25](=[CH:26][C:27]([O:33][CH3:34])=[C:28]([O:31][CH3:32])[CH:29]=4)[N:24]=[CH:23][N:22]=3)[CH:17]=[N:16]2)=[N:9][CH:8]=1, predict the reaction product. (3) Given the reactants [Br:1][C:2]1[C:10]2[C:5](=[CH:6][CH:7]=[C:8]([C:11]([NH2:13])=O)[CH:9]=2)[N:4]([CH:14]2[CH2:19][CH2:18][CH2:17][CH2:16][O:15]2)[N:3]=1.COC(OC)[N:23]([CH3:25])C.C(O)(=O)C.[NH2:32]N, predict the reaction product. The product is: [NH:23]1[CH:25]=[N:32][C:11]([C:8]2[CH:9]=[C:10]3[C:5](=[CH:6][CH:7]=2)[N:4]([CH:14]2[CH2:19][CH2:18][CH2:17][CH2:16][O:15]2)[N:3]=[C:2]3[Br:1])=[N:13]1. (4) Given the reactants O=P(Cl)(Cl)[Cl:3].[CH2:6]([O:8][C:9]1[CH:14]=[CH:13][C:12]([N:15]2[C:23]([CH3:24])=[C:22]3[C:17]([C:18](=O)[NH:19][N:20]=[C:21]3[CH3:25])=[C:16]2[CH3:27])=[CH:11][CH:10]=1)[CH3:7], predict the reaction product. The product is: [Cl:3][C:18]1[C:17]2=[C:16]([CH3:27])[N:15]([C:12]3[CH:13]=[CH:14][C:9]([O:8][CH2:6][CH3:7])=[CH:10][CH:11]=3)[C:23]([CH3:24])=[C:22]2[C:21]([CH3:25])=[N:20][N:19]=1.